From a dataset of Forward reaction prediction with 1.9M reactions from USPTO patents (1976-2016). Predict the product of the given reaction. (1) Given the reactants Cl.COC[O:5][C:6]1[CH:7]=[CH:8][C:9]2[C@@H:10]3[C@@H:18]([C@H:19]([CH2:24][CH2:25][CH2:26][CH2:27][O:28][CH2:29][CH2:30][O:31][CH2:32][CH2:33][O:34][CH2:35][CH2:36][O:37][CH2:38][CH2:39][O:40][CH2:41][C:42]4[CH:47]=[CH:46][CH:45]=[CH:44][CH:43]=4)[C:20](=[O:23])[C:21]=2[CH:22]=1)[C@H:17]1[C@@:13]([CH3:52])([C@@H:14]([O:48]COC)[CH2:15][CH2:16]1)[CH2:12][CH2:11]3.O, predict the reaction product. The product is: [OH:5][C:6]1[CH:7]=[CH:8][C:9]2[C@@H:10]3[C@@H:18]([C@H:19]([CH2:24][CH2:25][CH2:26][CH2:27][O:28][CH2:29][CH2:30][O:31][CH2:32][CH2:33][O:34][CH2:35][CH2:36][O:37][CH2:38][CH2:39][O:40][CH2:41][C:42]4[CH:47]=[CH:46][CH:45]=[CH:44][CH:43]=4)[C:20](=[O:23])[C:21]=2[CH:22]=1)[C@H:17]1[C@@:13]([CH3:52])([C@@H:14]([OH:48])[CH2:15][CH2:16]1)[CH2:12][CH2:11]3. (2) Given the reactants [CH3:1][O:2][C:3](=[O:19])[C:4]1[CH:9]=[CH:8][C:7]([C:10]([CH2:16][CH:17]=[CH2:18])([CH2:14][OH:15])[CH2:11][CH:12]=[CH2:13])=[CH:6][CH:5]=1.[CH3:20][C:21]1[CH:26]=[C:25](O)[CH:24]=[C:23]([CH3:28])[C:22]=1[C:29]1[CH:34]=[CH:33][C:32]([C:35]([F:38])([F:37])[F:36])=[CH:31][CH:30]=1.C1(P(C2C=CC=CC=2)C2C=CC=CC=2)C=CC=CC=1.N(C(N1CCCCC1)=O)=NC(N1CCCCC1)=O, predict the reaction product. The product is: [CH3:1][O:2][C:3](=[O:19])[C:4]1[CH:9]=[CH:8][C:7]([C:10]([CH2:16][CH:17]=[CH2:18])([CH2:14][O:15][C:25]2[CH:26]=[C:21]([CH3:20])[C:22]([C:29]3[CH:34]=[CH:33][C:32]([C:35]([F:36])([F:38])[F:37])=[CH:31][CH:30]=3)=[C:23]([CH3:28])[CH:24]=2)[CH2:11][CH:12]=[CH2:13])=[CH:6][CH:5]=1. (3) Given the reactants N[C:2]1[C:11]([CH3:12])=[CH:10][C:9]([F:13])=[CH:8][C:3]=1[C:4]([O:6][CH3:7])=[O:5].[F:14][B-](F)(F)F.N#[O+].C1C(Cl)=CC=C(Cl)C=1, predict the reaction product. The product is: [F:14][C:2]1[C:11]([CH3:12])=[CH:10][C:9]([F:13])=[CH:8][C:3]=1[C:4]([O:6][CH3:7])=[O:5].